Dataset: Forward reaction prediction with 1.9M reactions from USPTO patents (1976-2016). Task: Predict the product of the given reaction. (1) The product is: [C:1]([C:3]1[CH:4]=[C:5]2[C:10](=[CH:11][CH:12]=1)[CH:9]=[N:8][CH:7]=[C:6]2[CH2:13][C:14]1[N:26]([CH3:17])[C:27]2[C:28](=[O:40])[NH:29][C:30](=[O:38])[N:31]([CH2:34][CH:35]([CH3:37])[CH3:36])[C:32]=2[N:33]=1)#[CH:2]. Given the reactants [C:1]([C:3]1[CH:4]=[C:5]2[C:10](=[CH:11][CH:12]=1)[CH:9]=[N:8][CH:7]=[C:6]2[CH2:13][C:14](O)=O)#[CH:2].[CH3:17]CN(C(C)C)C(C)C.[NH2:26][C:27]1[C:28](=[O:40])[N:29](C)[C:30](=[O:38])[N:31]([CH2:34][CH:35]([CH3:37])[CH3:36])[C:32]=1[NH2:33], predict the reaction product. (2) Given the reactants FC(F)(F)C(O)=O.C(OC([N:15]1[CH2:20][CH2:19][CH:18]([C:21]2[O:25][N:24]=[C:23]([C:26]3[CH:31]=[CH:30][N:29]=[CH:28][CH:27]=3)[N:22]=2)[CH2:17][CH2:16]1)=O)(C)(C)C, predict the reaction product. The product is: [NH:15]1[CH2:20][CH2:19][CH:18]([C:21]2[O:25][N:24]=[C:23]([C:26]3[CH:31]=[CH:30][N:29]=[CH:28][CH:27]=3)[N:22]=2)[CH2:17][CH2:16]1. (3) Given the reactants OC(C1CCOCC1)[CH:3]1[C:7](=[O:8])[C:6]([C:9]2[C:14]([CH3:15])=[CH:13][C:12]([CH3:16])=[CH:11][C:10]=2[CH3:17])=[C:5]([O:18]C)[CH2:4]1, predict the reaction product. The product is: [CH3:17][C:10]1[CH:11]=[C:12]([CH3:16])[CH:13]=[C:14]([CH3:15])[C:9]=1[CH:6]1[C:5](=[O:18])[CH2:4][CH2:3][C:7]1=[O:8]. (4) Given the reactants [CH3:1][C:2]1[CH:7]=[C:6]([NH:8][S:9]([C:12]2[CH:17]=[CH:16][CH:15]=[CH:14][CH:13]=2)(=[O:11])=[O:10])[CH:5]=[C:4]([CH3:18])[C:3]=1[NH:19][C:20]([CH2:22][C:23]1[CH:30]=[CH:29][C:26]([C:27]#[N:28])=[CH:25][CH:24]=1)=[O:21].Cl.C(=O)([O-])[O-].[NH4+:36].[NH4+], predict the reaction product. The product is: [CH3:18][C:4]1[CH:5]=[C:6]([NH:8][S:9]([C:12]2[CH:13]=[CH:14][CH:15]=[CH:16][CH:17]=2)(=[O:11])=[O:10])[CH:7]=[C:2]([CH3:1])[C:3]=1[NH:19][C:20]([CH2:22][C:23]1[CH:24]=[CH:25][C:26]([C:27]([NH2:36])=[NH:28])=[CH:29][CH:30]=1)=[O:21]. (5) Given the reactants C([C@@H]1COC(=O)N1[C:14](=[O:28])[C@:15]([CH:23]1[CH2:27][CH2:26][CH2:25][CH2:24]1)([C:17]1[CH:22]=[CH:21][CH:20]=[CH:19][CH:18]=1)[CH3:16])C1C=CC=CC=1.OO.O.[OH-].[Li+].S(S([O-])=O)([O-])(=O)=[O:35].[Na+].[Na+], predict the reaction product. The product is: [CH:23]1([C@@:15]([C:17]2[CH:18]=[CH:19][CH:20]=[CH:21][CH:22]=2)([CH3:16])[C:14]([OH:28])=[O:35])[CH2:24][CH2:25][CH2:26][CH2:27]1. (6) Given the reactants Cl[C:2]1[C:3]2[CH2:16][CH2:15][N:14]([C:17]3[CH:22]=[CH:21][N:20]=[CH:19][CH:18]=3)[C:4]=2[N:5]=[C:6]([N:8]2[CH2:13][CH2:12][O:11][CH2:10][CH2:9]2)[N:7]=1.[CH3:23][O:24][C:25]1[N:30]=[C:29]([O:31][CH3:32])[C:28](B2OC(C)(C)C(C)(C)O2)=[CH:27][N:26]=1.COC1C=CC=C(OC)C=1C1C=CC=CC=1P(C1CCCCC1)C1CCCCC1.P([O-])([O-])([O-])=O.[K+].[K+].[K+], predict the reaction product. The product is: [CH3:23][O:24][C:25]1[N:30]=[C:29]([O:31][CH3:32])[C:28]([C:2]2[C:3]3[CH2:16][CH2:15][N:14]([C:17]4[CH:22]=[CH:21][N:20]=[CH:19][CH:18]=4)[C:4]=3[N:5]=[C:6]([N:8]3[CH2:13][CH2:12][O:11][CH2:10][CH2:9]3)[N:7]=2)=[CH:27][N:26]=1. (7) Given the reactants C([Li])C[CH2:3][CH3:4].[Br:6][C:7]1[CH:12]=[CH:11][C:10](Br)=[CH:9][N:8]=1.[BH4-].[Na+].[OH-:16].[Na+], predict the reaction product. The product is: [Br:6][C:7]1[N:8]=[CH:9][C:10]([CH:3]([OH:16])[CH3:4])=[CH:11][CH:12]=1. (8) The product is: [CH2:24]([CH:26]1[CH2:27][CH2:28][N:29]([CH2:32][C:33]2[CH:34]=[CH:35][C:36]([NH:37]/[C:4](=[C:11]3\[C:12](=[O:23])[NH:13][C:14]4[C:19]\3=[CH:18][C:17]([N+:20]([O-:22])=[O:21])=[CH:16][CH:15]=4)/[C:5]3[CH:10]=[CH:9][CH:8]=[CH:7][CH:6]=3)=[CH:38][CH:39]=2)[CH2:30][CH2:31]1)[CH3:25]. Given the reactants C(O[C:4](=[C:11]1[C:19]2[C:14](=[CH:15][CH:16]=[C:17]([N+:20]([O-:22])=[O:21])[CH:18]=2)[NH:13][C:12]1=[O:23])[C:5]1[CH:10]=[CH:9][CH:8]=[CH:7][CH:6]=1)C.[CH2:24]([CH:26]1[CH2:31][CH2:30][N:29]([CH2:32][C:33]2[CH:39]=[CH:38][C:36]([NH2:37])=[CH:35][CH:34]=2)[CH2:28][CH2:27]1)[CH3:25], predict the reaction product. (9) Given the reactants [F:1][C:2]1[CH:3]=[C:4]2[C:9](=[CH:10][CH:11]=1)[N:8]=[CH:7][C:6]([C:12]1[CH:13]=[N:14][N:15]3[C:20]([NH2:21])=[CH:19][C:18]([CH:22]([NH:24][CH:25]4[CH2:30][CH2:29][O:28][CH2:27][CH2:26]4)[CH3:23])=[N:17][C:16]=13)=[CH:5]2.C1C(=O)N([Br:38])C(=O)C1, predict the reaction product. The product is: [Br:38][C:19]1[C:18]([CH:22]([NH:24][CH:25]2[CH2:26][CH2:27][O:28][CH2:29][CH2:30]2)[CH3:23])=[N:17][C:16]2[N:15]([N:14]=[CH:13][C:12]=2[C:6]2[CH:7]=[N:8][C:9]3[C:4]([CH:5]=2)=[CH:3][C:2]([F:1])=[CH:11][CH:10]=3)[C:20]=1[NH2:21]. (10) The product is: [Br:21][C:22]1[CH:36]=[CH:35][C:25]([O:26][C:27]2[CH:34]=[CH:33][C:30]([CH2:31][N:6]3[CH2:7][CH2:8][CH2:9][C@@H:5]3[CH2:4][N:3]([CH2:10][C:11]3[CH:12]=[CH:13][C:14]([C:15]([O:17][CH3:18])=[O:16])=[CH:19][CH:20]=3)[CH3:2])=[CH:29][CH:28]=2)=[CH:24][CH:23]=1. Given the reactants Cl.[CH3:2][N:3]([CH2:10][C:11]1[CH:20]=[CH:19][C:14]([C:15]([O:17][CH3:18])=[O:16])=[CH:13][CH:12]=1)[CH2:4][CH:5]1[CH2:9][CH2:8][CH2:7][NH:6]1.[Br:21][C:22]1[CH:36]=[CH:35][C:25]([O:26][C:27]2[CH:34]=[CH:33][C:30]([CH:31]=O)=[CH:29][CH:28]=2)=[CH:24][CH:23]=1.C(N(C(C)C)CC)(C)C.C(O[BH-](OC(=O)C)OC(=O)C)(=O)C.[Na+].C(=O)(O)[O-].[Na+], predict the reaction product.